Dataset: Full USPTO retrosynthesis dataset with 1.9M reactions from patents (1976-2016). Task: Predict the reactants needed to synthesize the given product. (1) Given the product [CH2:3]([O:10][C:11]([C:13]1([C:44]([OH:46])=[O:45])[CH2:18][CH2:17][N:16]([CH2:19][C:20]2[CH:21]=[CH:22][C:23]([C:26]3[N:30]=[C:29]([C:31]4[CH:36]=[CH:35][C:34]([C:37]5[CH:38]=[CH:39][CH:40]=[CH:41][CH:42]=5)=[C:33]([F:43])[CH:32]=4)[O:28][N:27]=3)=[CH:24][CH:25]=2)[CH2:15][CH2:14]1)=[O:12])[C:4]1[CH:9]=[CH:8][CH:7]=[CH:6][CH:5]=1, predict the reactants needed to synthesize it. The reactants are: [OH-].[Na+].[CH2:3]([O:10][C:11]([C:13]1([C:44]([O:46]CC2C=CC=CC=2)=[O:45])[CH2:18][CH2:17][N:16]([CH2:19][C:20]2[CH:25]=[CH:24][C:23]([C:26]3[N:30]=[C:29]([C:31]4[CH:36]=[CH:35][C:34]([C:37]5[CH:42]=[CH:41][CH:40]=[CH:39][CH:38]=5)=[C:33]([F:43])[CH:32]=4)[O:28][N:27]=3)=[CH:22][CH:21]=2)[CH2:15][CH2:14]1)=[O:12])[C:4]1[CH:9]=[CH:8][CH:7]=[CH:6][CH:5]=1. (2) The reactants are: [NH2:1][CH2:2][C:3]([NH:5][C@H:6]([C@@H:19]([OH:23])[C:20]#[C:21][CH3:22])[CH2:7][NH:8][C:9](=[O:18])[O:10][CH2:11][C:12]1[CH:17]=[CH:16][CH:15]=[CH:14][CH:13]=1)=[O:4].C(N(CC)C(C)C)(C)C.[C:33]([O:37][C:38]([NH:40][C:41]1[CH:49]=[CH:48][C:47]([O:50][C:51]([F:54])([F:53])[F:52])=[CH:46][C:42]=1[C:43](O)=[O:44])=[O:39])([CH3:36])([CH3:35])[CH3:34].CN(C(ON1N=NC2C=CC=NC1=2)=[N+](C)C)C.F[P-](F)(F)(F)(F)F. Given the product [C:33]([O:37][C:38]([NH:40][C:41]1[CH:49]=[CH:48][C:47]([O:50][C:51]([F:52])([F:53])[F:54])=[CH:46][C:42]=1[C:43]([NH:1][CH2:2][C:3]([NH:5][C@H:6]([C@@H:19]([OH:23])[C:20]#[C:21][CH3:22])[CH2:7][NH:8][C:9](=[O:18])[O:10][CH2:11][C:12]1[CH:17]=[CH:16][CH:15]=[CH:14][CH:13]=1)=[O:4])=[O:44])=[O:39])([CH3:36])([CH3:34])[CH3:35], predict the reactants needed to synthesize it.